This data is from NCI-60 drug combinations with 297,098 pairs across 59 cell lines. The task is: Regression. Given two drug SMILES strings and cell line genomic features, predict the synergy score measuring deviation from expected non-interaction effect. (1) Drug 1: COC1=C(C=C2C(=C1)N=CN=C2NC3=CC(=C(C=C3)F)Cl)OCCCN4CCOCC4. Drug 2: CC1=C2C(C(=O)C3(C(CC4C(C3C(C(C2(C)C)(CC1OC(=O)C(C(C5=CC=CC=C5)NC(=O)C6=CC=CC=C6)O)O)OC(=O)C7=CC=CC=C7)(CO4)OC(=O)C)O)C)OC(=O)C. Cell line: SW-620. Synergy scores: CSS=57.1, Synergy_ZIP=14.3, Synergy_Bliss=15.1, Synergy_Loewe=14.9, Synergy_HSA=15.3. (2) Drug 1: CCCS(=O)(=O)NC1=C(C(=C(C=C1)F)C(=O)C2=CNC3=C2C=C(C=N3)C4=CC=C(C=C4)Cl)F. Drug 2: CCC1(CC2CC(C3=C(CCN(C2)C1)C4=CC=CC=C4N3)(C5=C(C=C6C(=C5)C78CCN9C7C(C=CC9)(C(C(C8N6C)(C(=O)OC)O)OC(=O)C)CC)OC)C(=O)OC)O.OS(=O)(=O)O. Cell line: HT29. Synergy scores: CSS=76.6, Synergy_ZIP=3.37, Synergy_Bliss=2.49, Synergy_Loewe=-6.24, Synergy_HSA=4.14.